This data is from Forward reaction prediction with 1.9M reactions from USPTO patents (1976-2016). The task is: Predict the product of the given reaction. (1) The product is: [I:22][C:12]1[C:7]([CH3:6])=[N:8][C:9]([S:19][CH3:20])=[N:10][C:11]=1[NH:13][CH2:14][C:15]([F:17])([F:18])[F:16]. Given the reactants C([O-])(=O)C.[Na+].[CH3:6][C:7]1[CH:12]=[C:11]([NH:13][CH2:14][C:15]([F:18])([F:17])[F:16])[N:10]=[C:9]([S:19][CH3:20])[N:8]=1.Cl[I:22].S([O-])([O-])(=O)=S.[Na+].[Na+], predict the reaction product. (2) Given the reactants C([O:3][C:4](=[O:48])[CH:5]([CH2:41][C:42]1[CH:47]=[CH:46][CH:45]=[CH:44][CH:43]=1)[CH2:6][N:7]1[CH2:12][CH2:11][N:10]([CH2:13][C:14]2[C:15]([C:35]3[CH:40]=[CH:39][CH:38]=[CH:37][CH:36]=3)=[N:16][C:17]3[C:22]([C:23]=2[C:24](=[O:34])[NH:25][C@H:26]([CH:28]2[CH2:33][CH2:32][CH2:31][CH2:30][CH2:29]2)[CH3:27])=[CH:21][CH:20]=[CH:19][CH:18]=3)[CH2:9][CH2:8]1)C.[Li+].[OH-], predict the reaction product. The product is: [CH2:41]([CH:5]([CH2:6][N:7]1[CH2:12][CH2:11][N:10]([CH2:13][C:14]2[C:15]([C:35]3[CH:40]=[CH:39][CH:38]=[CH:37][CH:36]=3)=[N:16][C:17]3[C:22]([C:23]=2[C:24](=[O:34])[NH:25][C@H:26]([CH:28]2[CH2:29][CH2:30][CH2:31][CH2:32][CH2:33]2)[CH3:27])=[CH:21][CH:20]=[CH:19][CH:18]=3)[CH2:9][CH2:8]1)[C:4]([OH:48])=[O:3])[C:42]1[CH:47]=[CH:46][CH:45]=[CH:44][CH:43]=1. (3) The product is: [C:27]([NH:1][C:2]1[S:3][C:4]2[C:9]([N:10]=1)=[CH:8][CH:7]=[C:6]([O:11][C:12]1[C:13]([Cl:26])=[CH:14][C:15]([F:25])=[C:16]([NH:18][C:19](=[O:24])[C:20]([F:23])([F:21])[F:22])[CH:17]=1)[N:5]=2)(=[O:29])[CH3:28]. Given the reactants [NH2:1][C:2]1[S:3][C:4]2[C:9]([N:10]=1)=[CH:8][CH:7]=[C:6]([O:11][C:12]1[C:13]([Cl:26])=[CH:14][C:15]([F:25])=[C:16]([NH:18][C:19](=[O:24])[C:20]([F:23])([F:22])[F:21])[CH:17]=1)[N:5]=2.[C:27](Cl)(=[O:29])[CH3:28], predict the reaction product. (4) Given the reactants O[C:2]1[CH:3]=[CH:4][CH:5]=[C:6]2[C:11]=1N=[CH:9][CH:8]=[CH:7]2.N1[CH2:17][CH2:16][CH2:15][CH2:14][CH2:13]1.O, predict the reaction product. The product is: [C:6]1([CH:7]=[CH:8][C:9]2[CH:17]=[CH:16][CH:15]=[CH:14][CH:13]=2)[CH:5]=[CH:4][CH:3]=[CH:2][CH:11]=1. (5) Given the reactants [ClH:1].[CH2:2]([O:4][C:5]([N:7]1[CH2:12][CH2:11][N:10]([CH2:13][C:14]2[N:18]=[C:17]([C:19]3[CH:20]=[C:21]([CH3:25])[CH:22]=[CH:23][CH:24]=3)[O:16][N:15]=2)[CH2:9][CH2:8]1)=[O:6])[CH3:3], predict the reaction product. The product is: [ClH:1].[CH2:2]([O:4][C:5]([N:7]1[CH2:8][CH2:9][N:10]([CH2:13][C:14]2[N:18]=[C:17]([C:19]3[CH:20]=[C:21]([CH3:25])[CH:22]=[CH:23][CH:24]=3)[O:16][N:15]=2)[CH2:11][CH2:12]1)=[O:6])[CH3:3]. (6) Given the reactants Cl[C:2]1[C:3]2[C:10]([C:11]3[CH:16]=[CH:15][C:14]([O:17][CH3:18])=[C:13]([Cl:19])[C:12]=3[CH3:20])=[C:9]([C:21]3[CH:26]=[CH:25][C:24]([F:27])=[C:23]([O:28][CH2:29][O:30][CH3:31])[CH:22]=3)[S:8][C:4]=2[N:5]=[CH:6][N:7]=1.[OH:32][C@H:33]([CH2:39][C:40]1[CH:45]=[CH:44][CH:43]=[CH:42][C:41]=1[O:46][CH2:47][C:48]1[CH:53]=[CH:52][N:51]=[C:50]([O:54][CH3:55])[N:49]=1)[C:34]([O:36][CH2:37][CH3:38])=[O:35].C(O)(C)(C)C.Cl, predict the reaction product. The product is: [Cl:19][C:13]1[C:12]([CH3:20])=[C:11]([C:10]2[C:3]3[C:2]([O:32][C@H:33]([CH2:39][C:40]4[CH:45]=[CH:44][CH:43]=[CH:42][C:41]=4[O:46][CH2:47][C:48]4[CH:53]=[CH:52][N:51]=[C:50]([O:54][CH3:55])[N:49]=4)[C:34]([O:36][CH2:37][CH3:38])=[O:35])=[N:7][CH:6]=[N:5][C:4]=3[S:8][C:9]=2[C:21]2[CH:26]=[CH:25][C:24]([F:27])=[C:23]([O:28][CH2:29][O:30][CH3:31])[CH:22]=2)[CH:16]=[CH:15][C:14]=1[O:17][CH3:18]. (7) Given the reactants C[O:2][C:3]([C:5]1[CH:14]=[C:13]2[C:8]([CH:9]([NH:15][C:16]([O:18][CH2:19][C:20]3[CH:25]=[CH:24][CH:23]=[CH:22][CH:21]=3)=[O:17])[CH2:10][CH2:11][O:12]2)=[CH:7][CH:6]=1)=[O:4].[OH-].[Na+], predict the reaction product. The product is: [CH2:19]([O:18][C:16]([NH:15][CH:9]1[C:8]2[C:13](=[CH:14][C:5]([C:3]([OH:4])=[O:2])=[CH:6][CH:7]=2)[O:12][CH2:11][CH2:10]1)=[O:17])[C:20]1[CH:25]=[CH:24][CH:23]=[CH:22][CH:21]=1.